Task: Predict which catalyst facilitates the given reaction.. Dataset: Catalyst prediction with 721,799 reactions and 888 catalyst types from USPTO (1) Reactant: Br[CH2:2][C:3]([C:5]12[CH2:14][CH:9]3[CH2:10][CH:11]([CH2:13][CH:7]([CH2:8]3)[CH2:6]1)[CH2:12]2)=[O:4].[C:15]1([C:22]2[CH:27]=[CH:26][CH:25]=[CH:24][CH:23]=2)[CH:20]=[CH:19][C:18]([OH:21])=[CH:17][CH:16]=1.C(=O)([O-])[O-].[K+].[K+]. Product: [C:5]12([C:3](=[O:4])[CH2:2][O:21][C:18]3[CH:17]=[CH:16][C:15]([C:22]4[CH:27]=[CH:26][CH:25]=[CH:24][CH:23]=4)=[CH:20][CH:19]=3)[CH2:14][CH:9]3[CH2:10][CH:11]([CH2:13][CH:7]([CH2:8]3)[CH2:6]1)[CH2:12]2. The catalyst class is: 21. (2) Reactant: Cl[CH2:2][C:3]([NH:5][C:6]1[CH:7]=[C:8]2[C:12](=[CH:13][CH:14]=1)[NH:11][C:10](=[O:15])[CH2:9]2)=[O:4].Cl.[F:17][C:18]1[CH:30]=[CH:29][C:21]([CH2:22][CH:23]2[CH2:28][CH2:27][NH:26][CH2:25][CH2:24]2)=[CH:20][CH:19]=1. Product: [F:17][C:18]1[CH:19]=[CH:20][C:21]([CH2:22][CH:23]2[CH2:24][CH2:25][N:26]([CH2:2][C:3]([NH:5][C:6]3[CH:7]=[C:8]4[C:12](=[CH:13][CH:14]=3)[NH:11][C:10](=[O:15])[CH2:9]4)=[O:4])[CH2:27][CH2:28]2)=[CH:29][CH:30]=1. The catalyst class is: 27. (3) Reactant: [N:1]([CH2:4][C@@H:5]1[O:15][C:9]2[N:10]=[N:11][C:12]([Cl:14])=[CH:13][C:8]=2[O:7][CH2:6]1)=[N+]=[N-]. Product: [ClH:14].[N:10]1[C:9]2[O:15][C@@H:5]([CH2:4][NH2:1])[CH2:6][O:7][C:8]=2[CH:13]=[CH:12][N:11]=1. The catalyst class is: 29. (4) Reactant: [CH:1]1[CH:6]=[N:5][C:3](=[S:4])[N:2]=1.C(N(CC)C(C)C)(C)C.Br[CH2:17][C:18]([O:20][CH3:21])=[O:19]. Product: [NH:2]1[CH:1]=[CH:6][N:5]=[C:3]1[S:4][CH2:17][C:18]([O:20][CH3:21])=[O:19]. The catalyst class is: 1. (5) Reactant: [O:1]1[CH:5]=[CH:4][CH:3]=[C:2]1[C:6]1[O:7][C:8]([CH3:31])=[C:9]([CH2:11][O:12][C:13]2[CH:28]=[CH:27][C:16]([CH2:17][O:18][C:19]3[N:26]=[CH:25][CH:24]=[CH:23][C:20]=3[CH:21]=O)=[CH:15][C:14]=2[O:29][CH3:30])[N:10]=1.[CH2:32](P(=O)(OCC)OCC)[P:33](=[O:40])([O:37][CH2:38][CH3:39])[O:34][CH2:35][CH3:36].CN(C)C=O.[H-].[Na+]. Product: [O:1]1[CH:5]=[CH:4][CH:3]=[C:2]1[C:6]1[O:7][C:8]([CH3:31])=[C:9]([CH2:11][O:12][C:13]2[CH:28]=[CH:27][C:16]([CH2:17][O:18][C:19]3[C:20](/[CH:21]=[CH:32]/[P:33](=[O:40])([O:37][CH2:38][CH3:39])[O:34][CH2:35][CH3:36])=[CH:23][CH:24]=[CH:25][N:26]=3)=[CH:15][C:14]=2[O:29][CH3:30])[N:10]=1. The catalyst class is: 6. (6) Reactant: Cl[C:2]([O:4][CH2:5][CH3:6])=[O:3].[NH2:7][C:8]1[CH:13]=[CH:12][C:11]([N:14]2[CH:18]=[CH:17][CH:16]=[CH:15]2)=[CH:10][CH:9]=1. Product: [CH2:5]([O:4][C:2]([NH:7][C:8]1[CH:9]=[CH:10][C:11]([N:14]2[CH:18]=[CH:17][CH:16]=[CH:15]2)=[CH:12][CH:13]=1)=[O:3])[CH3:6]. The catalyst class is: 17. (7) Reactant: [CH3:1][C:2]1[CH:7]=[CH:6][C:5]([C:8]([CH3:10])=[O:9])=[CH:4][CH:3]=1.[Al+3].[Cl-].[Cl-].[Cl-].[Br:15]Br. Product: [CH3:1][C:2]1[CH:7]=[CH:6][C:5]([C:8]([CH3:10])=[O:9])=[CH:4][C:3]=1[Br:15]. The catalyst class is: 4.